Dataset: Forward reaction prediction with 1.9M reactions from USPTO patents (1976-2016). Task: Predict the product of the given reaction. (1) Given the reactants [F:1][C:2]([F:46])([F:45])[C:3]1[CH:4]=[C:5]([C@H:13]2[O:17][C:16](=[O:18])[N:15]([CH2:19][C:20]3[C:21]([C:26]4[CH:27]=[C:28]([C:33]5[CH:38]=[CH:37][C:36]([C:39]([O:41]C)=[O:40])=[CH:35][C:34]=5[CH3:43])[CH:29]=[CH:30][C:31]=4[F:32])=[N:22][CH:23]=[CH:24][N:25]=3)[C@H:14]2[CH3:44])[CH:6]=[C:7]([C:9]([F:12])([F:11])[F:10])[CH:8]=1.O.[OH-].[Li+].O.Cl, predict the reaction product. The product is: [F:11][C:9]([F:10])([F:12])[C:7]1[CH:6]=[C:5]([C@H:13]2[O:17][C:16](=[O:18])[N:15]([CH2:19][C:20]3[C:21]([C:26]4[CH:27]=[C:28]([C:33]5[CH:38]=[CH:37][C:36]([C:39]([OH:41])=[O:40])=[CH:35][C:34]=5[CH3:43])[CH:29]=[CH:30][C:31]=4[F:32])=[N:22][CH:23]=[CH:24][N:25]=3)[C@H:14]2[CH3:44])[CH:4]=[C:3]([C:2]([F:1])([F:46])[F:45])[CH:8]=1. (2) Given the reactants Br[C:2]1[CH:3]=[C:4]2[C:9](=[CH:10][CH:11]=1)[N:8]=[C:7]([C:12]1[CH:13]=[CH:14][C:15]3[N:19]=[C:18]([C@@H:20]4[CH2:25][C@@H:24]5[C@@H:22]([CH2:23]5)[N:21]4[C:26]([O:28][C:29]([CH3:32])([CH3:31])[CH3:30])=[O:27])[NH:17][C:16]=3[CH:33]=1)[CH:6]=[N:5]2.CC([O-])=O.[K+].[B:39]1(B2OC(C)(C)C(C)(C)O2)[O:43]C(C)(C)C(C)(C)[O:40]1, predict the reaction product. The product is: [C:29]([O:28][C:26]([N:21]1[C@H:20]([C:18]2[NH:17][C:16]3[CH:33]=[C:12]([C:7]4[CH:6]=[N:5][C:4]5[C:9](=[CH:10][CH:11]=[C:2]([B:39]([OH:43])[OH:40])[CH:3]=5)[N:8]=4)[CH:13]=[CH:14][C:15]=3[N:19]=2)[CH2:25][C@@H:24]2[C@H:22]1[CH2:23]2)=[O:27])([CH3:32])([CH3:31])[CH3:30]. (3) The product is: [F:1][C:2]1[CH:3]=[C:4]2[C:9](=[CH:10][CH:11]=1)[N:8]=[C:7]([CH:12]([NH2:14])[CH3:13])[C:6]([C:25]1[CH:30]=[CH:29][CH:28]=[CH:27][N:26]=1)=[N:5]2. Given the reactants [F:1][C:2]1[CH:3]=[C:4]2[C:9](=[CH:10][CH:11]=1)[N:8]=[C:7]([CH:12]([N:14]1C(=O)C3C(=CC=CC=3)C1=O)[CH3:13])[C:6]([C:25]1[CH:30]=[CH:29][CH:28]=[CH:27][N:26]=1)=[N:5]2.C(O)C.O.NN, predict the reaction product.